From a dataset of Full USPTO retrosynthesis dataset with 1.9M reactions from patents (1976-2016). Predict the reactants needed to synthesize the given product. (1) The reactants are: [N:1]1[CH:6]=[CH:5][CH:4]=[C:3]([C:7](=[O:11])[CH2:8][CH2:9][CH3:10])[CH:2]=1.[Br:12]Br.S([O-])([O-])(=O)=S.[Na+].[Na+].C(=O)([O-])[O-].[K+].[K+]. Given the product [Br:12][CH:8]([CH2:9][CH3:10])[C:7]([C:3]1[CH:2]=[N:1][CH:6]=[CH:5][CH:4]=1)=[O:11], predict the reactants needed to synthesize it. (2) Given the product [F:78][C:65]1[C:66]([NH:71][S:72]([CH2:75][CH2:76][CH3:77])(=[O:74])=[O:73])=[CH:67][CH:68]=[C:69]([F:70])[C:64]=1[NH:63][C:21]([C:12]1[CH:13]=[C:14]([C:17]#[C:18][CH2:19][OH:20])[CH:15]=[C:16]2[C:11]=1[N:10]=[CH:9][N:8]=[C:7]2[NH:6][CH2:5][C:4]1[CH:24]=[CH:25][C:26]([O:28][CH3:29])=[CH:27][C:3]=1[O:2][CH3:1])=[O:23], predict the reactants needed to synthesize it. The reactants are: [CH3:1][O:2][C:3]1[CH:27]=[C:26]([O:28][CH3:29])[CH:25]=[CH:24][C:4]=1[CH2:5][NH:6][C:7]1[C:16]2[C:11](=[C:12]([C:21]([OH:23])=O)[CH:13]=[C:14]([C:17]#[C:18][CH2:19][OH:20])[CH:15]=2)[N:10]=[CH:9][N:8]=1.CCN(C(C)C)C(C)C.CN(C(ON1N=NC2C=CC=NC1=2)=[N+](C)C)C.F[P-](F)(F)(F)(F)F.[NH2:63][C:64]1[C:65]([F:78])=[C:66]([NH:71][S:72]([CH2:75][CH2:76][CH3:77])(=[O:74])=[O:73])[CH:67]=[CH:68][C:69]=1[F:70]. (3) The reactants are: O[CH2:2][CH2:3][CH:4]1[CH2:9][CH2:8][N:7]([C:10]([O:12][C:13]([CH3:16])([CH3:15])[CH3:14])=[O:11])[CH2:6][CH2:5]1.[I:17]I.C1(P(C2C=CC=CC=2)C2C=CC=CC=2)C=CC=CC=1.N1C=CN=C1. Given the product [I:17][CH2:2][CH2:3][CH:4]1[CH2:9][CH2:8][N:7]([C:10]([O:12][C:13]([CH3:16])([CH3:15])[CH3:14])=[O:11])[CH2:6][CH2:5]1, predict the reactants needed to synthesize it. (4) Given the product [CH2:1]([O:9][CH2:10][C@H:11]([CH2:13][O:14][C:21]([C:15]1[CH:20]=[CH:19][CH:18]=[CH:17][CH:16]=1)([C:29]1[CH:30]=[CH:31][CH:32]=[CH:33][CH:34]=1)[C:23]1[CH:24]=[CH:25][CH:26]=[CH:27][CH:28]=1)[OH:12])[CH2:2][CH2:3][CH2:4][CH2:5][CH2:6][CH2:7][CH3:8], predict the reactants needed to synthesize it. The reactants are: [CH2:1]([O:9][CH2:10][C@H:11]([CH2:13][OH:14])[OH:12])[CH2:2][CH2:3][CH2:4][CH2:5][CH2:6][CH2:7][CH3:8].[C:15]1([C:21]([C:29]2[CH:34]=[CH:33][CH:32]=[CH:31][CH:30]=2)([C:23]2[CH:28]=[CH:27][CH:26]=[CH:25][CH:24]=2)Cl)[CH:20]=[CH:19][CH:18]=[CH:17][CH:16]=1.C1COCC1.C(#N)C. (5) Given the product [Cl:22][C:23]1[CH:24]=[CH:25][C:26]([N:38]2[CH:42]=[C:41]([Si:43]([CH3:44])([CH3:46])[CH3:45])[N:40]=[N:39]2)=[C:27]([C:29]2[N:30]=[CH:31][N:32]=[C:33]([OH:36])[C:34]=2[CH3:35])[CH:28]=1, predict the reactants needed to synthesize it. The reactants are: ClC1C=CC(N2C=C(C#N)N=N2)=C(C2C=C(O)N=CN=2)C=1.[Cl:22][C:23]1[CH:24]=[CH:25][C:26]([N:38]2[CH:42]=[C:41]([Si:43]([CH3:46])([CH3:45])[CH3:44])[N:40]=[N:39]2)=[C:27]([C:29]2[C:34]([CH3:35])=[C:33]([O:36]C)[N:32]=[CH:31][N:30]=2)[CH:28]=1.